The task is: Predict the reactants needed to synthesize the given product.. This data is from Full USPTO retrosynthesis dataset with 1.9M reactions from patents (1976-2016). (1) Given the product [Cl:20][C:21]1[CH:22]=[CH:23][C:24]([NH:27][C:28](=[O:48])[C:29]2[CH:34]=[CH:33][CH:32]=[CH:31][C:30]=2[NH:35][C:36](=[O:47])[C:37]2[CH:42]=[CH:41][C:40]([CH:43]([CH3:44])[CH3:45])=[CH:39][C:38]=2[O:46][CH:2]2[CH2:3][CH2:4][NH:55][CH2:1]2)=[N:25][CH:26]=1, predict the reactants needed to synthesize it. The reactants are: [CH:1]1C=C[C:4](P([C:2]2[CH:1]=CC=[CH:4][CH:3]=2)[C:2]2[CH:1]=CC=[CH:4][CH:3]=2)=[CH:3][CH:2]=1.[Cl:20][C:21]1[CH:22]=[CH:23][C:24]([NH:27][C:28](=[O:48])[C:29]2[CH:34]=[CH:33][CH:32]=[CH:31][C:30]=2[NH:35][C:36](=[O:47])[C:37]2[CH:42]=[CH:41][C:40]([CH:43]([CH3:45])[CH3:44])=[CH:39][C:38]=2[OH:46])=[N:25][CH:26]=1.CC(OC(/[N:55]=N/C(OC(C)C)=O)=O)C.C1(=O)OC(=O)C2=CC=CC=C12. (2) The reactants are: COCC(O)=O.[C:7]([OH:19])(=[O:18])[CH2:8][C:9]([CH2:14][C:15]([OH:17])=[O:16])([C:11]([OH:13])=[O:12])[OH:10].[Fe:20]. Given the product [C:7]([OH:19])(=[O:18])[CH2:8][C:9]([CH2:14][C:15]([OH:17])=[O:16])([C:11]([OH:13])=[O:12])[OH:10].[Fe:20], predict the reactants needed to synthesize it. (3) Given the product [N:1]1[CH:6]=[CH:5][CH:4]=[CH:3][C:2]=1[CH2:7][C:8]1[N:13]=[N:12][C:11]([O:14][C:17](=[O:18])[N:16]([CH3:15])[C:20]2[CH:25]=[CH:24][CH:23]=[CH:22][CH:21]=2)=[CH:10][CH:9]=1, predict the reactants needed to synthesize it. The reactants are: [N:1]1[CH:6]=[CH:5][CH:4]=[CH:3][C:2]=1[CH2:7][C:8]1[N:13]=[N:12][C:11]([OH:14])=[CH:10][CH:9]=1.[CH3:15][N:16]([C:20]1[CH:25]=[CH:24][CH:23]=[CH:22][CH:21]=1)[C:17](Cl)=[O:18].N12CCN(CC1)CC2.O. (4) The reactants are: OC[C@H]1N[C:6](=O)[CH2:5][CH2:4]1.[CH3:9][N:10]([CH:12]=[O:13])C.[Si:14](Cl)([C:17]([CH3:20])([CH3:19])[CH3:18])(C)C.N1[CH:26]=[CH:25]N=C1.[OH2:27]. Given the product [C:17]([SiH2:14][O:27][C:5]([CH3:4])([CH3:6])[C@H:9]1[NH:10][C:12](=[O:13])[CH2:26][CH2:25]1)([CH3:20])([CH3:19])[CH3:18], predict the reactants needed to synthesize it. (5) Given the product [NH2:1][C:2]1[C:3]([C:15]2[CH:16]=[CH:17][CH:18]=[CH:19][CH:20]=2)=[N:4][C:5]2[C:10]([C:11]=1[C:12]([NH:28][NH:27][C:25]1[CH:26]=[CH:21][CH:22]=[CH:23][CH:24]=1)=[O:14])=[CH:9][CH:8]=[CH:7][CH:6]=2, predict the reactants needed to synthesize it. The reactants are: [NH2:1][C:2]1[C:3]([C:15]2[CH:20]=[CH:19][CH:18]=[CH:17][CH:16]=2)=[N:4][C:5]2[C:10]([C:11]=1[C:12]([OH:14])=O)=[CH:9][CH:8]=[CH:7][CH:6]=2.[CH:21]1[CH:22]=[CH:23][C:24]2N(O)[N:28]=[N:27][C:25]=2[CH:26]=1.C(N(CC)CC)C.CCN=C=NCCCN(C)C.Cl.C1(NN)C=CC=CC=1. (6) Given the product [CH:3]([C@H:5]1[NH:21][C:20](=[O:22])[C@H:19]([CH:23]([CH3:25])[CH3:24])[NH:18][C:17](=[O:26])[C@@H:16]([NH:27][S:28]([CH3:31])(=[O:30])=[O:29])[CH2:15][C:14]2=[CH:32][CH:33]=[C:11]([CH:12]=[CH:13]2)[O:10][CH2:9][CH2:8][CH2:7][CH2:6]1)=[O:2], predict the reactants needed to synthesize it. The reactants are: C[O:2][C:3]([C@H:5]1[NH:21][C:20](=[O:22])[C@H:19]([CH:23]([CH3:25])[CH3:24])[NH:18][C:17](=[O:26])[C@@H:16]([NH:27][S:28]([CH3:31])(=[O:30])=[O:29])[CH2:15][C:14]2=[CH:32][CH:33]=[C:11]([CH:12]=[CH:13]2)[O:10][CH2:9][CH2:8][CH2:7][CH2:6]1)=O.CC(C[AlH]CC(C)C)C.CCOC(C)=O.